Dataset: Full USPTO retrosynthesis dataset with 1.9M reactions from patents (1976-2016). Task: Predict the reactants needed to synthesize the given product. (1) Given the product [C:3]([C:4]([CH3:6])([CH3:5])[C:7]1[CH:11]=[C:10]([NH:12][C:13]([C@@H:15]2[CH2:19][CH2:18][CH2:17][N:16]2[CH:20]2[CH2:21][CH2:22][O:23][CH2:24][CH2:25]2)=[O:14])[O:9][N:8]=1)#[N:2], predict the reactants needed to synthesize it. The reactants are: O[N:2]=[CH:3][C:4]([C:7]1[CH:11]=[C:10]([NH:12][C:13]([C@@H:15]2[CH2:19][CH2:18][CH2:17][N:16]2[CH:20]2[CH2:25][CH2:24][O:23][CH2:22][CH2:21]2)=[O:14])[O:9][N:8]=1)([CH3:6])[CH3:5].FC(F)(F)C(OC(=O)C(F)(F)F)=O. (2) Given the product [N+:1]([C:14]1[CH:15]=[CH:16][C:10]2[N:9]3[CH2:17][CH2:18][N:19]([C:21]([O:23][C:24]([CH3:25])([CH3:26])[CH3:27])=[O:22])[CH2:20][CH:8]3[CH2:7][C:6](=[O:5])[NH:12][C:11]=2[CH:13]=1)([O-:4])=[O:2], predict the reactants needed to synthesize it. The reactants are: [N+:1]([O-:4])(O)=[O:2].[O:5]=[C:6]1[NH:12][C:11]2[CH:13]=[CH:14][CH:15]=[CH:16][C:10]=2[N:9]2[CH2:17][CH2:18][N:19]([C:21]([O:23][C:24]([CH3:27])([CH3:26])[CH3:25])=[O:22])[CH2:20][CH:8]2[CH2:7]1.O. (3) Given the product [C:3]([CH:2]([C:1]#[N:5])[C:13]([CH3:18])([C:19]1[CH:24]=[CH:23][CH:22]=[CH:21][CH:20]=1)[C:14]([O:16][CH3:17])=[O:15])#[N:4], predict the reactants needed to synthesize it. The reactants are: [C:1](#[N:5])[CH2:2][C:3]#[N:4].CC(C)([O-])C.[K+].Br[C:13]([C:19]1[CH:24]=[CH:23][CH:22]=[CH:21][CH:20]=1)([CH3:18])[C:14]([O:16][CH3:17])=[O:15].C(=O)=O.CO. (4) Given the product [CH3:19][O:20][C:21]1[C:4]([CH2:1][CH2:5][O:6][C:7]2[CH:15]=[CH:14][CH:13]=[C:12]3[C:8]=2[CH:9]=[C:10]([C:16]([OH:18])=[O:17])[NH:11]3)=[CH:3][CH:2]=[CH:23][N:22]=1, predict the reactants needed to synthesize it. The reactants are: [CH:1]1([CH2:5][O:6][C:7]2[CH:15]=[CH:14][CH:13]=[C:12]3[C:8]=2[CH:9]=[C:10]([C:16]([OH:18])=[O:17])[NH:11]3)[CH2:4][CH2:3][CH2:2]1.[CH3:19][O:20][C:21]1C(CCO)=CC=[CH:23][N:22]=1.C(OC(C1NC2C(C=1)=C(O)C=CC=2)=O)C. (5) Given the product [C:1]([C:3]1[CH:8]=[CH:7][C:6]([N:9]([CH2:14][CH:15]2[CH2:17][CH2:16]2)[CH2:10][C:11]([NH:22][C:23]2[CH:28]=[CH:27][CH:26]=[CH:25][CH:24]=2)=[O:13])=[CH:5][C:4]=1[C:18]([F:21])([F:20])[F:19])#[N:2], predict the reactants needed to synthesize it. The reactants are: [C:1]([C:3]1[CH:8]=[CH:7][C:6]([N:9]([CH2:14][CH:15]2[CH2:17][CH2:16]2)[CH2:10][C:11]([OH:13])=O)=[CH:5][C:4]=1[C:18]([F:21])([F:20])[F:19])#[N:2].[NH2:22][C:23]1[CH:28]=[CH:27][CH:26]=[CH:25][CH:24]=1. (6) The reactants are: [CH3:1][O:2][C:3]1[CH:8]=[CH:7][C:6]([S:9]([NH:12][C:13]2[CH:18]=[CH:17][CH:16]=[CH:15][C:14]=2/[CH:19]=[CH:20]/[C:21]2[CH:26]=[CH:25][N:24]=[CH:23][CH:22]=2)(=[O:11])=[O:10])=[CH:5][CH:4]=1.[C:27](Cl)(=[O:35])[O:28][C:29]1[CH:34]=[CH:33][CH:32]=[CH:31][CH:30]=1.C(N(CC)CC)C. Given the product [O:28]([C:27]([N:12]([C:13]1[CH:18]=[CH:17][CH:16]=[CH:15][C:14]=1/[CH:19]=[CH:20]/[C:21]1[CH:26]=[CH:25][N:24]=[CH:23][CH:22]=1)[S:9]([C:6]1[CH:5]=[CH:4][C:3]([O:2][CH3:1])=[CH:8][CH:7]=1)(=[O:11])=[O:10])=[O:35])[C:29]1[CH:34]=[CH:33][CH:32]=[CH:31][CH:30]=1, predict the reactants needed to synthesize it. (7) Given the product [NH2:11][C:5]1[C:6]([C:8]([NH2:10])=[O:9])=[N:7][C:2]([Cl:1])=[CH:3][CH:4]=1, predict the reactants needed to synthesize it. The reactants are: [Cl:1][C:2]1[N:7]=[C:6]([C:8]([NH2:10])=[O:9])[C:5]([N+:11]([O-])=O)=[CH:4][CH:3]=1. (8) Given the product [CH3:1][O:2][C:3](=[O:17])[C:4]1[CH:9]=[CH:8][C:7]([NH:10][CH:11]([CH3:13])[CH3:12])=[C:6]([NH2:14])[CH:5]=1, predict the reactants needed to synthesize it. The reactants are: [CH3:1][O:2][C:3](=[O:17])[C:4]1[CH:9]=[CH:8][C:7]([NH:10][CH:11]([CH3:13])[CH3:12])=[C:6]([N+:14]([O-])=O)[CH:5]=1.